This data is from Experimentally validated miRNA-target interactions with 360,000+ pairs, plus equal number of negative samples. The task is: Binary Classification. Given a miRNA mature sequence and a target amino acid sequence, predict their likelihood of interaction. The miRNA is hsa-miR-181a-2-3p with sequence ACCACUGACCGUUGACUGUACC. The protein sequence of the target gene is MRLPRRAALGLLPLLLLLPPAPEAAKKPTPCHRCRGLVDKFNQGMVDTAKKNFGGGNTAWEEKTLSKYESSEIRLLEILEGLCESSDFECNQMLEAQEEHLEAWWLQLKSEYPDLFEWFCVKTLKVCCSPGTYGPDCLACQGGSQRPCSGNGHCSGDGSRQGDGSCRCHMGYQGPLCTDCMDGYFSSLRNETHSICTACDESCKTCSGLTNRDCGECEVGWVLDEGACVDVDECAAEPPPCSAAQFCKNANGSYTCEECDSSCVGCTGEGPGNCKECISGYAREHGQCADVDECSLAEKT.... Result: 0 (no interaction).